Task: Predict the product of the given reaction.. Dataset: Forward reaction prediction with 1.9M reactions from USPTO patents (1976-2016) (1) Given the reactants [C:1]([O:5][C:6]([N:8]1[CH2:13][CH2:12][CH:11]([NH2:14])[CH2:10][CH2:9]1)=[O:7])([CH3:4])([CH3:3])[CH3:2].[CH:15]1([C:20](=[O:26])[CH2:21][CH2:22][C:23](O)=[O:24])[CH2:19][CH2:18][CH2:17][CH2:16]1.CCN=C=NCCCN(C)C.Cl.C1C=CC2N(O)N=NC=2C=1, predict the reaction product. The product is: [C:1]([O:5][C:6]([N:8]1[CH2:13][CH2:12][CH:11]([NH:14][C:23](=[O:24])[CH2:22][CH2:21][C:20]([CH:15]2[CH2:19][CH2:18][CH2:17][CH2:16]2)=[O:26])[CH2:10][CH2:9]1)=[O:7])([CH3:4])([CH3:2])[CH3:3]. (2) Given the reactants [C:1](/[C:3](=[CH:9]\OCC)/[C:4]([O:6][CH2:7][CH3:8])=[O:5])#[N:2].Cl.[F:14][C:15]([F:26])([F:25])[O:16][C:17]1[CH:22]=[CH:21][C:20]([NH:23][NH2:24])=[CH:19][CH:18]=1.CC([O-])=O.[Na+], predict the reaction product. The product is: [NH2:2][C:1]1[N:23]([C:20]2[CH:19]=[CH:18][C:17]([O:16][C:15]([F:25])([F:26])[F:14])=[CH:22][CH:21]=2)[N:24]=[CH:9][C:3]=1[C:4]([O:6][CH2:7][CH3:8])=[O:5]. (3) Given the reactants [CH3:1][C:2]1[CH:16]=[CH:15][CH:14]=[C:13]([CH3:17])[C:3]=1[O:4][C:5]1[CH:12]=[CH:11][C:8]([C:9]#[N:10])=[CH:7][CH:6]=1.C1COCC1.[H-].[Al+3].[Li+].[H-].[H-].[H-].[OH-].[Na+], predict the reaction product. The product is: [CH3:1][C:2]1[CH:16]=[CH:15][CH:14]=[C:13]([CH3:17])[C:3]=1[O:4][C:5]1[CH:12]=[CH:11][C:8]([CH2:9][NH2:10])=[CH:7][CH:6]=1.